Dataset: Forward reaction prediction with 1.9M reactions from USPTO patents (1976-2016). Task: Predict the product of the given reaction. (1) Given the reactants [NH2:1][C:2]1[CH:7]=[CH:6][C:5]([N:8]2[CH2:13][CH2:12][CH2:11][CH2:10][CH2:9]2)=[CH:4][CH:3]=1.[CH:14]1([N:19]2[C:24]3=[N:25][C:26](S(C)=O)=[N:27][CH:28]=[C:23]3[CH2:22][NH:21][C:20]2=[O:32])[CH2:18][CH2:17][CH2:16][CH2:15]1.C12(CS(O)(=O)=O)C(C)(C)C(CC1)CC2=O.O1CCOCC1, predict the reaction product. The product is: [CH:14]1([N:19]2[C:24]3=[N:25][C:26]([NH:1][C:2]4[CH:3]=[CH:4][C:5]([N:8]5[CH2:13][CH2:12][CH2:11][CH2:10][CH2:9]5)=[CH:6][CH:7]=4)=[N:27][CH:28]=[C:23]3[CH2:22][NH:21][C:20]2=[O:32])[CH2:15][CH2:16][CH2:17][CH2:18]1. (2) Given the reactants [CH2:1]([NH:8][C:9](=[O:11])[O-:10])[C:2]1[CH:7]=[CH:6][CH:5]=[CH:4][CH:3]=1.[OH-].[Na+].[C:14]([O:18]Cl)(C)(C)C.C=[CH:21][C:22]1[CH:27]=[CH:26][CH:25]=[CH:24][CH:23]=1.[CH2:28]([OH:31])CC, predict the reaction product. The product is: [CH2:21]([O:11][C:9](=[O:10])[NH:8][C@H:1]([C:2]1[CH:7]=[CH:6][C:5]([O:18][CH3:14])=[CH:4][CH:3]=1)[CH2:28][OH:31])[C:22]1[CH:27]=[CH:26][CH:25]=[CH:24][CH:23]=1. (3) Given the reactants [F:1][C:2]1[CH:7]=[CH:6][CH:5]=[CH:4][C:3]=1[C:8]1[C:20]2[C:19]3[C:14](=[CH:15][C:16]([CH2:21][OH:22])=[CH:17][CH:18]=3)[NH:13][C:12]=2[C:11]([C:23]([NH2:25])=[O:24])=[CH:10][CH:9]=1.CC(OI1(OC(C)=O)(OC(C)=O)OC(=O)C2C1=CC=CC=2)=O, predict the reaction product. The product is: [F:1][C:2]1[CH:7]=[CH:6][CH:5]=[CH:4][C:3]=1[C:8]1[C:20]2[C:19]3[C:14](=[CH:15][C:16]([CH:21]=[O:22])=[CH:17][CH:18]=3)[NH:13][C:12]=2[C:11]([C:23]([NH2:25])=[O:24])=[CH:10][CH:9]=1. (4) The product is: [Cl:24][CH2:21][C:3]1[C:4]([CH3:9])=[N+:5]([O-:18])[CH:6]=[CH:7][CH:8]=1. Given the reactants OC[C:3]1[C:4]([CH3:9])=[N:5][CH:6]=[CH:7][CH:8]=1.ClC1C=CC=C(C(OO)=[O:18])C=1.[CH:21]([Cl:24])(Cl)Cl, predict the reaction product. (5) Given the reactants C1(OC2C=CC=CC=2)C=CC=CC=1.[F:14][C:15]([F:34])([F:33])[C:16]([NH:21][C:22]1[CH:27]=[C:26]([F:28])[CH:25]=[CH:24][C:23]=1[O:29][CH2:30][CH2:31][CH3:32])=[CH:17][C:18]([OH:20])=O, predict the reaction product. The product is: [F:28][C:26]1[CH:25]=[CH:24][C:23]([O:29][CH2:30][CH2:31][CH3:32])=[C:22]2[C:27]=1[C:18](=[O:20])[CH:17]=[C:16]([C:15]([F:14])([F:34])[F:33])[NH:21]2. (6) Given the reactants [CH3:1][C:2](C)([O-])[CH3:3].[K+].[NH:7]1[CH:11]=[CH:10][C:9]([C:12](=[O:14])[CH3:13])=[CH:8]1.CN(C=O)C.IC(C)C, predict the reaction product. The product is: [CH:2]([N:7]1[CH:11]=[CH:10][C:9]([C:12](=[O:14])[CH3:13])=[CH:8]1)([CH3:3])[CH3:1]. (7) The product is: [NH:42]1[CH:41]=[C:40]([C:2]2[N:7]=[CH:6][C:5]3[CH:8]=[N:9][N:10]([C:11]4[N:16]=[C:15]([N:17]5[CH2:23][CH:22]([OH:24])[CH2:21][N:20]([C:25]([O:27][C:28]([CH3:31])([CH3:30])[CH3:29])=[O:26])[CH2:19][CH2:18]5)[CH:14]=[CH:13][CH:12]=4)[C:4]=3[CH:3]=2)[CH:44]=[N:43]1. Given the reactants Cl[C:2]1[N:7]=[CH:6][C:5]2[CH:8]=[N:9][N:10]([C:11]3[N:16]=[C:15]([N:17]4[CH2:23][CH:22]([OH:24])[CH2:21][N:20]([C:25]([O:27][C:28]([CH3:31])([CH3:30])[CH3:29])=[O:26])[CH2:19][CH2:18]4)[CH:14]=[CH:13][CH:12]=3)[C:4]=2[CH:3]=1.CC1(C)C(C)(C)OB([C:40]2[CH:41]=[N:42][NH:43][CH:44]=2)O1.C([O-])([O-])=O.[Na+].[Na+], predict the reaction product.